This data is from Full USPTO retrosynthesis dataset with 1.9M reactions from patents (1976-2016). The task is: Predict the reactants needed to synthesize the given product. (1) Given the product [F:13][C:2]([F:1])([F:14])[C:3]([OH:12])([C:7]1[S:8][CH:9]=[CH:10][CH:11]=1)[C:4]([NH:15][CH2:16][C:17]1[NH:26][C:25](=[O:27])[C:24]2[C:19]([CH:32]=1)=[CH:20][CH:21]=[CH:22][CH:23]=2)=[O:6], predict the reactants needed to synthesize it. The reactants are: [F:1][C:2]([F:14])([F:13])[C:3]([OH:12])([C:7]1[S:8][CH:9]=[CH:10][CH:11]=1)[C:4]([OH:6])=O.[NH2:15][CH2:16][C:17]1[NH:26][C:25](=[O:27])[C:24]2[C:19](=[CH:20][CH:21]=[CH:22][CH:23]=2)N=1.ON1C2N=CC=C[C:32]=2N=N1.Cl.CN(C)CCCN=C=NCC. (2) Given the product [CH2:1]([O:3][C:4]([C@@H:6]1[CH2:10][CH:9]([O:11][Si:12]([C:15]([CH3:16])([CH3:18])[CH3:17])([CH3:13])[CH3:14])[CH2:8][C@H:7]1[CH2:19][O:20][C:25]1[CH:26]=[CH:27][C:22]([F:21])=[CH:23][CH:24]=1)=[O:5])[CH3:2], predict the reactants needed to synthesize it. The reactants are: [CH2:1]([O:3][C:4]([C@@H:6]1[CH2:10][CH:9]([O:11][Si:12]([C:15]([CH3:18])([CH3:17])[CH3:16])([CH3:14])[CH3:13])[CH2:8][C@H:7]1[CH2:19][OH:20])=[O:5])[CH3:2].[F:21][C:22]1[CH:27]=[CH:26][C:25](O)=[CH:24][CH:23]=1.